This data is from Forward reaction prediction with 1.9M reactions from USPTO patents (1976-2016). The task is: Predict the product of the given reaction. Given the reactants [F:1][C@H:2]1[C@H:8]([NH:9]C(=O)OC(C)(C)C)[CH2:7][CH2:6][C@@H:5]([C:17]2[N:21]([CH3:22])[N:20]=[CH:19][C:18]=2[N+:23]([O-])=O)[O:4][CH2:3]1.[F:26][C:27]1[CH:32]=[C:31]([C:33]2([OH:36])[CH2:35][CH2:34]2)[CH:30]=[C:29]([F:37])[C:28]=1[C:38]1[N:43]=[C:42]([C:44](O)=[O:45])[CH:41]=[CH:40][C:39]=1[F:47], predict the reaction product. The product is: [NH2:9][C@H:8]1[C@H:2]([F:1])[CH2:3][O:4][C@H:5]([C:17]2[N:21]([CH3:22])[N:20]=[CH:19][C:18]=2[NH:23][C:44](=[O:45])[C:42]2[CH:41]=[CH:40][C:39]([F:47])=[C:38]([C:28]3[C:29]([F:37])=[CH:30][C:31]([C:33]4([OH:36])[CH2:34][CH2:35]4)=[CH:32][C:27]=3[F:26])[N:43]=2)[CH2:6][CH2:7]1.